Dataset: Catalyst prediction with 721,799 reactions and 888 catalyst types from USPTO. Task: Predict which catalyst facilitates the given reaction. (1) Reactant: [CH3:1][C:2]1[C:3]([O:11][CH3:12])=[C:4]([CH:8]=[CH:9][CH:10]=1)[C:5]([OH:7])=O.CN(C(ON1N=NC2C=CC=NC1=2)=[N+](C)C)C.F[P-](F)(F)(F)(F)F.CCN(C(C)C)C(C)C.[NH:46]1[C:54]2[C:49](=[C:50]([C:55]3[CH:56]=[C:57]([NH2:64])[C:58]4[CH:59]=[N:60][NH:61][C:62]=4[CH:63]=3)[CH:51]=[CH:52][CH:53]=2)[CH:48]=[CH:47]1. Product: [NH:46]1[C:54]2[C:49](=[C:50]([C:55]3[CH:63]=[C:62]4[C:58]([CH:59]=[N:60][NH:61]4)=[C:57]([NH:64][C:5](=[O:7])[C:4]4[CH:8]=[CH:9][CH:10]=[C:2]([CH3:1])[C:3]=4[O:11][CH3:12])[CH:56]=3)[CH:51]=[CH:52][CH:53]=2)[CH:48]=[CH:47]1. The catalyst class is: 3. (2) Reactant: [Cl:1][C:2]1[CH:3]=[C:4]([NH:9][C:10]2[C:19]3[C:14](=[CH:15][C:16]([O:23][C@H:24]4[CH2:28][CH2:27][O:26][CH2:25]4)=[C:17]([N+:20]([O-])=O)[CH:18]=3)[N:13]=[CH:12][N:11]=2)[CH:5]=[CH:6][C:7]=1[F:8].Cl.[OH-].[Na+]. Product: [Cl:1][C:2]1[CH:3]=[C:4]([NH:9][C:10]2[C:19]3[C:14](=[CH:15][C:16]([O:23][C@H:24]4[CH2:28][CH2:27][O:26][CH2:25]4)=[C:17]([NH2:20])[CH:18]=3)[N:13]=[CH:12][N:11]=2)[CH:5]=[CH:6][C:7]=1[F:8]. The catalyst class is: 186.